Dataset: Catalyst prediction with 721,799 reactions and 888 catalyst types from USPTO. Task: Predict which catalyst facilitates the given reaction. (1) Reactant: C(OC([NH:8][C@H:9]([CH3:33])[C:10]([NH:12][C@@H:13]([CH2:24][C:25]1[CH:30]=[CH:29][C:28]([O:31][CH3:32])=[CH:27][CH:26]=1)[C:14]([O:16][CH2:17][C:18]1[CH:23]=[CH:22][CH:21]=[CH:20][CH:19]=1)=[O:15])=[O:11])=O)(C)(C)C.[C:34]([OH:40])([C:36]([F:39])([F:38])[F:37])=[O:35]. Product: [NH2:8][C@H:9]([CH3:33])[C:10]([NH:12][C@@H:13]([CH2:24][C:25]1[CH:26]=[CH:27][C:28]([O:31][CH3:32])=[CH:29][CH:30]=1)[C:14]([O:16][CH2:17][C:18]1[CH:23]=[CH:22][CH:21]=[CH:20][CH:19]=1)=[O:15])=[O:11].[C:34]([OH:40])([C:36]([F:39])([F:38])[F:37])=[O:35]. The catalyst class is: 2. (2) Reactant: CS(O[CH2:6][C:7]1[CH:12]=[CH:11][C:10]([CH2:13][CH2:14][NH:15][C:16]([C:18]2[CH:23]=[CH:22][C:21]([C:24]3[CH:29]=[CH:28][C:27]([Cl:30])=[CH:26][CH:25]=3)=[CH:20][CH:19]=2)=[O:17])=[CH:9][CH:8]=1)(=O)=O.[CH2:31]1[C:40]2[C:35](=[CH:36][CH:37]=[CH:38][CH:39]=2)[CH2:34][CH2:33][NH:32]1. Product: [CH2:31]1[C:40]2[C:35](=[CH:36][CH:37]=[CH:38][CH:39]=2)[CH2:34][CH2:33][N:32]1[CH2:6][C:7]1[CH:12]=[CH:11][C:10]([CH2:13][CH2:14][NH:15][C:16]([C:18]2[CH:23]=[CH:22][C:21]([C:24]3[CH:29]=[CH:28][C:27]([Cl:30])=[CH:26][CH:25]=3)=[CH:20][CH:19]=2)=[O:17])=[CH:9][CH:8]=1. The catalyst class is: 66. (3) Reactant: Cl[C:2]1[N:7]=[C:6]([N:8]2[CH2:13][CH2:12][O:11][CH2:10][CH2:9]2)[N:5]=[C:4]([N:14]2[CH:19]3[CH2:20][CH2:21][CH:15]2[CH2:16][O:17][CH2:18]3)[N:3]=1.[NH2:22][C:23]1[CH:28]=[CH:27][C:26](B2OC(C)(C)C(C)(C)O2)=[CH:25][CH:24]=1.C([O-])([O-])=O.[Na+].[Na+]. Product: [N:8]1([C:6]2[N:5]=[C:4]([N:14]3[CH:19]4[CH2:20][CH2:21][CH:15]3[CH2:16][O:17][CH2:18]4)[N:3]=[C:2]([C:26]3[CH:27]=[CH:28][C:23]([NH2:22])=[CH:24][CH:25]=3)[N:7]=2)[CH2:13][CH2:12][O:11][CH2:10][CH2:9]1. The catalyst class is: 276.